This data is from Forward reaction prediction with 1.9M reactions from USPTO patents (1976-2016). The task is: Predict the product of the given reaction. (1) Given the reactants S=[C:2]1[CH2:7][CH:6]([C:8]([O:10][CH2:11][CH3:12])=[O:9])[CH2:5][CH2:4][NH:3]1.[F:13][C:14]([F:20])([F:19])[C:15]([NH:17][NH2:18])=O, predict the reaction product. The product is: [F:13][C:14]([F:20])([F:19])[C:15]1[N:3]2[CH2:4][CH2:5][CH:6]([C:8]([O:10][CH2:11][CH3:12])=[O:9])[CH2:7][C:2]2=[N:18][N:17]=1. (2) Given the reactants [CH2:1]([C:8]1[CH2:12][C:11]([CH3:14])([CH3:13])[CH2:10][N:9]=1)[C:2]1[CH:7]=[CH:6][CH:5]=[CH:4][CH:3]=1.[CH:15]1[C:20]([C:21]([CH2:23]Br)=O)=[CH:19][CH:18]=[C:17]([Cl:25])[CH:16]=1, predict the reaction product. The product is: [Cl:25][C:17]1[CH:18]=[CH:19][C:20]([C:21]2[C:1]([C:2]3[CH:7]=[CH:6][CH:5]=[CH:4][CH:3]=3)=[C:8]3[N:9]([CH2:10][C:11]([CH3:14])([CH3:13])[CH2:12]3)[CH:23]=2)=[CH:15][CH:16]=1. (3) Given the reactants [N:1]1[CH:6]=[CH:5][CH:4]=[CH:3][C:2]=1[CH2:7][C:8]([O:10]CC)=O.Cl.[C:14](OCC)(=O)[CH:15]=C.[Li+].C[Si]([N-][Si](C)(C)C)(C)C, predict the reaction product. The product is: [CH2:7]1[CH:2]2[N:1]([CH2:6][CH2:5][CH2:4][CH2:3]2)[CH2:15][CH2:14][C:8]1=[O:10]. (4) Given the reactants [Cl:1][C:2]1[CH:7]=[CH:6][C:5]([CH:8]([C:10]2[CH:14]=[C:13]([C:15]3[CH:20]=[CH:19][N:18]=[CH:17][CH:16]=3)[S:12][C:11]=2[C:21]2[NH:25][CH:24]=[N:23][N:22]=2)[OH:9])=[CH:4][CH:3]=1.Cl.[CH3:27]O, predict the reaction product. The product is: [Cl:1][C:2]1[CH:7]=[CH:6][C:5]([CH:8]([O:9][CH3:27])[C:10]2[CH:14]=[C:13]([C:15]3[CH:16]=[CH:17][N:18]=[CH:19][CH:20]=3)[S:12][C:11]=2[C:21]2[NH:25][CH:24]=[N:23][N:22]=2)=[CH:4][CH:3]=1.